From a dataset of Full USPTO retrosynthesis dataset with 1.9M reactions from patents (1976-2016). Predict the reactants needed to synthesize the given product. (1) Given the product [C:1]1([CH2:7][CH:8]([S:18][C:12]2[CH:17]=[CH:16][CH:15]=[CH:14][CH:13]=2)[C:9](=[O:11])[CH3:10])[CH:6]=[CH:5][CH:4]=[CH:3][CH:2]=1, predict the reactants needed to synthesize it. The reactants are: [C:1]1([C:7]#[C:8][CH:9]([OH:11])[CH3:10])[CH:6]=[CH:5][CH:4]=[CH:3][CH:2]=1.[C:12]1([SH:18])[CH:17]=[CH:16][CH:15]=[CH:14][CH:13]=1. (2) Given the product [Cl:21][C:5]1[C:6]([NH:8][C:9]2[CH:14]=[CH:13][CH:12]=[CH:11][C:10]=2[S:15]([CH:18]([CH3:20])[CH3:19])(=[O:17])=[O:16])=[N:7][C:2]([NH:30][C:29]2[CH:31]=[CH:32][C:26]([P:23]([CH3:25])([CH3:22])=[O:24])=[CH:27][C:28]=2[O:33][C:34]([F:37])([F:35])[F:36])=[N:3][CH:4]=1, predict the reactants needed to synthesize it. The reactants are: Cl[C:2]1[N:7]=[C:6]([NH:8][C:9]2[CH:14]=[CH:13][CH:12]=[CH:11][C:10]=2[S:15]([CH:18]([CH3:20])[CH3:19])(=[O:17])=[O:16])[C:5]([Cl:21])=[CH:4][N:3]=1.[CH3:22][P:23]([C:26]1[CH:32]=[CH:31][C:29]([NH2:30])=[C:28]([O:33][C:34]([F:37])([F:36])[F:35])[CH:27]=1)([CH3:25])=[O:24].[OH-].[Na+]. (3) Given the product [CH:2]1[CH:1]=[N:10][C:9]2[C:4]([N:3]=1)=[CH:5][C:6]1[CH:13]3[CH2:14][NH:15][CH2:16][CH:11]([C:7]=1[CH:8]=2)[CH2:12]3.[CH:18]([OH:19])([C:17]([OH:26])=[O:25])[CH:20]([OH:21])[C:22]([OH:24])=[O:23], predict the reactants needed to synthesize it. The reactants are: [CH:1]1[CH:2]=[N:3][C:4]2[C:9]([N:10]=1)=[CH:8][C:7]1[CH:11]3[CH2:16][NH:15][CH2:14][CH:13]([C:6]=1[CH:5]=2)[CH2:12]3.[C:17]([OH:26])(=[O:25])[CH:18]([CH:20]([C:22]([OH:24])=[O:23])[OH:21])[OH:19]. (4) Given the product [Cl:9][C:3]1[CH:4]=[C:5]([C:19]2[CH2:20][CH2:21][C:17](=[O:16])[CH:18]=2)[CH:6]=[CH:7][C:2]=1[Cl:1], predict the reactants needed to synthesize it. The reactants are: [Cl:1][C:2]1[CH:7]=[CH:6][C:5](I)=[CH:4][C:3]=1[Cl:9].C([Li])CCC.C[O:16][C:17]1[CH2:21][CH2:20][C:19](=O)[CH:18]=1. (5) Given the product [ClH:12].[F:2][C:3]1([C:7]([O:9][CH3:14])=[O:8])[CH2:6][NH:5][CH2:4]1, predict the reactants needed to synthesize it. The reactants are: Cl.[F:2][C:3]1([C:7]([OH:9])=[O:8])[CH2:6][NH:5][CH2:4]1.S(Cl)([Cl:12])=O.[CH3:14]O. (6) Given the product [Cl:1][C:2]1[CH:7]=[C:6]([Cl:8])[CH:5]=[CH:4][C:3]=1[C@@H:9]1[N:10]=[C:11]([C:27]2[S:28][CH:29]=[CH:30][N:31]=2)[NH:12][C:13]([CH2:25][N:32]2[CH2:37][CH2:36][O:35][CH2:34][C@H:33]2[C:38]([OH:40])=[O:39])=[C:14]1[C:15]([O:17][C@H:18]([CH3:24])[C:19]([O:21][CH2:22][CH3:23])=[O:20])=[O:16], predict the reactants needed to synthesize it. The reactants are: [Cl:1][C:2]1[CH:7]=[C:6]([Cl:8])[CH:5]=[CH:4][C:3]=1[C@H:9]1[C:14]([C:15]([O:17][C@H:18]([CH3:24])[C:19]([O:21][CH2:22][CH3:23])=[O:20])=[O:16])=[C:13]([CH2:25]Br)[NH:12][C:11]([C:27]2[S:28][CH:29]=[CH:30][N:31]=2)=[N:10]1.[NH:32]1[CH2:37][CH2:36][O:35][CH2:34][C@H:33]1[C:38]([OH:40])=[O:39].C(=O)([O-])[O-].[K+].[K+].